Dataset: Reaction yield outcomes from USPTO patents with 853,638 reactions. Task: Predict the reaction yield, written as a fraction of the theoretical maximum amount of product (1.0 means a 100% yield; for example, 0.34 means a 34% yield). (1) The reactants are [OH:1][C@H:2]1[CH2:6][NH:5][C@@H:4]([C:7]([OH:9])=[O:8])[CH2:3]1.[CH3:10]O. No catalyst specified. The product is [CH3:10][O:8][C:7]([C@H:4]1[CH2:3][C@@H:2]([OH:1])[CH2:6][NH:5]1)=[O:9]. The yield is 0.950. (2) The reactants are [CH3:1][S:2]([O:5][CH2:6][CH2:7][N:8]([CH2:33][CH2:34][Br:35])[C:9]1[C:14]([C:15]([NH:17][CH2:18][CH2:19][O:20]C2CCCCO2)=[O:16])=[CH:13][C:12]([N+:27]([O-:29])=[O:28])=[CH:11][C:10]=1[N+:30]([O-:32])=[O:31])(=[O:4])=[O:3].CS(O)(=O)=O. The catalyst is CO. The product is [CH3:1][S:2]([O:5][CH2:6][CH2:7][N:8]([CH2:33][CH2:34][Br:35])[C:9]1[C:10]([N+:30]([O-:32])=[O:31])=[CH:11][C:12]([N+:27]([O-:29])=[O:28])=[CH:13][C:14]=1[C:15]([NH:17][CH2:18][CH2:19][OH:20])=[O:16])(=[O:3])=[O:4]. The yield is 0.930. (3) The reactants are [CH3:1][CH:2]([CH2:7][CH2:8][N:9]1[C:17]2[CH2:16][CH2:15][CH2:14][CH2:13][C:12]=2[C:11]([C:18]([F:21])([F:20])[F:19])=[N:10]1)[C:3]([O:5]C)=[O:4].[OH-].[Na+]. The catalyst is CO.C1COCC1. The product is [CH3:1][CH:2]([CH2:7][CH2:8][N:9]1[C:17]2[CH2:16][CH2:15][CH2:14][CH2:13][C:12]=2[C:11]([C:18]([F:20])([F:19])[F:21])=[N:10]1)[C:3]([OH:5])=[O:4]. The yield is 0.750. (4) The reactants are [N+:1]([C:4]1[CH:5]=[C:6]2[C:11](=[CH:12][CH:13]=1)[N:10]=[CH:9][NH:8][C:7]2=[O:14])([O-])=O. The catalyst is CO.C1COCC1.CN(C=O)C.[Pd]. The product is [NH2:1][C:4]1[CH:5]=[C:6]2[C:11](=[CH:12][CH:13]=1)[N:10]=[CH:9][NH:8][C:7]2=[O:14]. The yield is 0.880. (5) The reactants are [N+]([N:4]1[CH:12]=[C:11]2[C:6]([CH:7]=[CH:8][C:9]([N+:13]([O-:15])=[O:14])=[CH:10]2)=[N:5]1)([O-])=O.[CH3:16][N:17]([CH3:22])[CH2:18][CH2:19][CH2:20][NH2:21]. The catalyst is C1COCC1. The product is [CH3:16][N:17]([CH3:22])[CH2:18][CH2:19][CH2:20][NH:21][C:12]1[C:11]2[C:6](=[CH:7][CH:8]=[C:9]([N+:13]([O-:15])=[O:14])[CH:10]=2)[NH:5][N:4]=1. The yield is 0.380.